Dataset: Reaction yield outcomes from USPTO patents with 853,638 reactions. Task: Predict the reaction yield, written as a fraction of the theoretical maximum amount of product (1.0 means a 100% yield; for example, 0.34 means a 34% yield). (1) The reactants are Cl[C:2]1[C:3]([NH2:9])=[N:4][CH:5]=[N:6][C:7]=1Cl.[O:10]([C:17]1[CH:22]=[CH:21][C:20](B(O)O)=[CH:19][CH:18]=1)[C:11]1[CH:16]=[CH:15][CH:14]=[CH:13][CH:12]=1.[NH2:26][CH2:27][CH:28]1[CH2:33][CH2:32][N:31]([C:34]([O:36]C(C)(C)C)=O)[CH2:30][CH2:29]1.C(O)(=O)[CH:42]=[CH:43][C:44]1[CH:49]=[CH:48][CH:47]=[CH:46][CH:45]=1. No catalyst specified. The product is [NH2:9][C:3]1[N:4]=[CH:5][N:6]=[C:7]([NH:26][CH2:27][CH:28]2[CH2:29][CH2:30][N:31]([C:34](=[O:36])/[CH:42]=[CH:43]/[C:44]3[CH:49]=[CH:48][CH:47]=[CH:46][CH:45]=3)[CH2:32][CH2:33]2)[C:2]=1[C:20]1[CH:21]=[CH:22][C:17]([O:10][C:11]2[CH:16]=[CH:15][CH:14]=[CH:13][CH:12]=2)=[CH:18][CH:19]=1. The yield is 0.454. (2) The reactants are [Cl:1][C:2]1[N:7]=[C:6]([NH2:8])[CH:5]=[CH:4][C:3]=1[CH3:9].CCN(CC)CC.[O:17]1[C:21]2[CH:22]=[CH:23][C:24]([C:26]3([C:29](Cl)=[O:30])[CH2:28][CH2:27]3)=[CH:25][C:20]=2[O:19][CH2:18]1. The catalyst is ClCCl. The product is [O:17]1[C:21]2[CH:22]=[CH:23][C:24]([C:26]3([C:29]([NH:8][C:6]4[CH:5]=[CH:4][C:3]([CH3:9])=[C:2]([Cl:1])[N:7]=4)=[O:30])[CH2:27][CH2:28]3)=[CH:25][C:20]=2[O:19][CH2:18]1. The yield is 0.710. (3) The reactants are [N:1]1[NH:2][N:3]=[N:4][C:5]=1[N:6]1[CH2:11][CH2:10][CH:9]([N:12]2[CH2:16][CH2:15][C@H:14]([O:17][C:18]3[CH:23]=[CH:22][C:21]([S:24]([CH3:27])(=[O:26])=[O:25])=[CH:20][C:19]=3[F:28])[C:13]2=[O:29])[CH2:8][CH2:7]1.FC(F)(F)C(O)=O.S(=O)(=O)(O)O.[CH3:42][C:43](O)([CH3:45])[CH3:44]. The catalyst is C(Cl)Cl.C([O-])(O)=O.[Na+]. The product is [C:43]([N:3]1[N:2]=[N:1][C:5]([N:6]2[CH2:7][CH2:8][CH:9]([N:12]3[CH2:16][CH2:15][C@H:14]([O:17][C:18]4[CH:23]=[CH:22][C:21]([S:24]([CH3:27])(=[O:26])=[O:25])=[CH:20][C:19]=4[F:28])[C:13]3=[O:29])[CH2:10][CH2:11]2)=[N:4]1)([CH3:45])([CH3:44])[CH3:42]. The yield is 0.490. (4) The reactants are C(NC(C)C)(C)C.C([Li])CCC.[Cl:13][C:14]1[N:22]=[CH:21][C:20]2[N:19]([S:23]([C:26]3[CH:31]=[CH:30][C:29]([CH3:32])=[CH:28][CH:27]=3)(=[O:25])=[O:24])[C:18]3[N:33]=[CH:34][C:35]([F:37])=[CH:36][C:17]=3[C:16]=2[CH:15]=1.[I:38]I.[Cl-].[NH4+]. The catalyst is O1CCCC1.CCCCCC.C(OCC)(=O)C. The product is [Cl:13][C:14]1[N:22]=[CH:21][C:20]2[N:19]([S:23]([C:26]3[CH:31]=[CH:30][C:29]([CH3:32])=[CH:28][CH:27]=3)(=[O:25])=[O:24])[C:18]3[N:33]=[CH:34][C:35]([F:37])=[C:36]([I:38])[C:17]=3[C:16]=2[CH:15]=1. The yield is 0.740. (5) The reactants are [NH2:1][CH2:2][CH2:3][N:4]1[C:9]2[N:10]=[C:11]([S:14][CH3:15])[N:12]=[CH:13][C:8]=2[CH:7]=[C:6]([C:16]2[C:21]([Cl:22])=[C:20]([O:23][CH3:24])[CH:19]=[C:18]([O:25][CH3:26])[C:17]=2[Cl:27])[C:5]1=[O:28].O=[C:30]1[CH2:33][N:32]([C:34]([O:36][C:37]([CH3:40])([CH3:39])[CH3:38])=[O:35])[CH2:31]1.[BH3-]C#N.[Na+]. The catalyst is C(Cl)Cl. The product is [Cl:22][C:21]1[C:20]([O:23][CH3:24])=[CH:19][C:18]([O:25][CH3:26])=[C:17]([Cl:27])[C:16]=1[C:6]1[C:5](=[O:28])[N:4]([CH2:3][CH2:2][NH:1][CH:30]2[CH2:31][N:32]([C:34]([O:36][C:37]([CH3:40])([CH3:39])[CH3:38])=[O:35])[CH2:33]2)[C:9]2[N:10]=[C:11]([S:14][CH3:15])[N:12]=[CH:13][C:8]=2[CH:7]=1. The yield is 0.370. (6) The reactants are [NH2:1][C:2]1[CH:3]=[C:4]([F:26])[C:5]([O:18][CH2:19][C:20]2[CH:25]=[CH:24][CH:23]=[CH:22][CH:21]=2)=[C:6]([CH:17]=1)[CH2:7][N:8](C)[C:9](=O)OC(C)(C)C.[ClH:27]. The catalyst is ClCCl. The product is [ClH:27].[CH2:19]([O:18][C:5]1[C:6]([CH2:7][NH:8][CH3:9])=[CH:17][C:2]([NH2:1])=[CH:3][C:4]=1[F:26])[C:20]1[CH:21]=[CH:22][CH:23]=[CH:24][CH:25]=1. The yield is 0.950. (7) The reactants are Cl.[C:2](Cl)(=[O:9])[C:3]1[CH:8]=[CH:7][N:6]=[CH:5][CH:4]=1.C(N(CC)CC)C.ClCCl.[Cl:21][C:22]1[CH:23]=[CH:24][C:25]([N:29]2[CH2:34][CH2:33][CH2:32][CH2:31][CH2:30]2)=[C:26]([CH:28]=1)[NH2:27]. The catalyst is CN(C)C1C=CN=CC=1.O. The product is [Cl:21][C:22]1[CH:23]=[CH:24][C:25]([N:29]2[CH2:30][CH2:31][CH2:32][CH2:33][CH2:34]2)=[C:26]([NH:27][C:2](=[O:9])[C:3]2[CH:8]=[CH:7][N:6]=[CH:5][CH:4]=2)[CH:28]=1. The yield is 0.318. (8) The reactants are [Cl:1][C:2]1[CH:3]=[N:4][C:5]2[CH:6]([O:11]C(=O)C)[CH2:7][CH2:8][C:9]=2[CH:10]=1.[OH-].[Na+].CCCCCCC.C(OCC)(=O)C. The catalyst is CO.O. The product is [Cl:1][C:2]1[CH:3]=[N:4][C:5]2[CH:6]([OH:11])[CH2:7][CH2:8][C:9]=2[CH:10]=1. The yield is 0.910. (9) The reactants are [CH:1]1([C:6]([C:8]2[CH:9]=[C:10]([CH2:23][C:24]([OH:26])=O)[CH:11]=[CH:12][C:13]=2[NH:14][C:15]([NH:17][C:18]2[S:19][CH:20]=[CH:21][N:22]=2)=[O:16])=[O:7])[CH2:5][CH2:4][CH2:3][CH2:2]1.[CH3:27][N:28]1[CH2:33][CH2:32][NH:31][CH2:30][CH2:29]1. No catalyst specified. The product is [CH:1]1([C:6]([C:8]2[CH:9]=[C:10]([CH2:23][C:24]([N:31]3[CH2:32][CH2:33][N:28]([CH3:27])[CH2:29][CH2:30]3)=[O:26])[CH:11]=[CH:12][C:13]=2[NH:14][C:15]([NH:17][C:18]2[S:19][CH:20]=[CH:21][N:22]=2)=[O:16])=[O:7])[CH2:2][CH2:3][CH2:4][CH2:5]1. The yield is 0.600. (10) The reactants are [OH-].[Na+].[CH2:3]1[C:11]2[C:6](=[CH:7][CH:8]=[CH:9][CH:10]=2)[C@H:5]([NH2:12])[C@H:4]1[OH:13].[C:14](O[C:14]([O:16][C:17]([CH3:20])([CH3:19])[CH3:18])=[O:15])([O:16][C:17]([CH3:20])([CH3:19])[CH3:18])=[O:15]. The catalyst is C1COCC1. The product is [OH:13][C@H:4]1[CH2:3][C:11]2[C:6](=[CH:7][CH:8]=[CH:9][CH:10]=2)[C@@H:5]1[NH:12][C:14](=[O:15])[O:16][C:17]([CH3:20])([CH3:19])[CH3:18]. The yield is 0.810.